This data is from Peptide-MHC class I binding affinity with 185,985 pairs from IEDB/IMGT. The task is: Regression. Given a peptide amino acid sequence and an MHC pseudo amino acid sequence, predict their binding affinity value. This is MHC class I binding data. (1) The peptide sequence is SRWRIRSGL. The MHC is HLA-B15:09 with pseudo-sequence HLA-B15:09. The binding affinity (normalized) is 0.0847. (2) The peptide sequence is ATLMKTSCSK. The MHC is HLA-A11:01 with pseudo-sequence HLA-A11:01. The binding affinity (normalized) is 0.723. (3) The peptide sequence is RAPRRQGCWK. The MHC is Mamu-B8301 with pseudo-sequence Mamu-B8301. The binding affinity (normalized) is 0.626. (4) The peptide sequence is IYMLVGKYS. The MHC is HLA-A02:03 with pseudo-sequence HLA-A02:03. The binding affinity (normalized) is 0. (5) The peptide sequence is SPAIFQYTM. The MHC is Mamu-A2201 with pseudo-sequence Mamu-A2201. The binding affinity (normalized) is 0.926. (6) The peptide sequence is YTAVVPKVY. The MHC is Mamu-A02 with pseudo-sequence Mamu-A02. The binding affinity (normalized) is 0.799.